Dataset: Forward reaction prediction with 1.9M reactions from USPTO patents (1976-2016). Task: Predict the product of the given reaction. (1) The product is: [NH2:24][C:18]1[C:19]([NH2:21])=[CH:20][C:8]2[CH2:7][C@@H:6]3[C:13]([CH3:14])([CH3:15])[C@:10]([CH3:16])([C:9]=2[CH:17]=1)[CH2:11][CH2:12][N:5]3[C:3](=[O:4])[C:2]([F:28])([F:1])[F:27]. Given the reactants [F:1][C:2]([F:28])([F:27])[C:3]([N:5]1[CH2:12][CH2:11][C@:10]2([CH3:16])[C:13]([CH3:15])([CH3:14])[C@H:6]1[CH2:7][C:8]1[CH:20]=[C:19]([N+:21]([O-])=O)[C:18]([N+:24]([O-])=O)=[CH:17][C:9]=12)=[O:4], predict the reaction product. (2) Given the reactants CN(C(ON1N=NC2C=CC=NC1=2)=[N+](C)C)C.F[P-](F)(F)(F)(F)F.[C:25]([OH:31])([C:27]([F:30])([F:29])[F:28])=[O:26].N1CCC[C@H]1C1NC2C=C(C3C=CC4C(=CC=C(C5NC([C@@H]6CCCN6)=NC=5)C=4)C=3)C=CC=2N=1.C(N(C(C)C)CC)(C)C.C[O:76][C:77]([NH:79][C@@H](C(C)C)C(O)=O)=[O:78], predict the reaction product. The product is: [C:25]([OH:31])([C:27]([F:30])([F:29])[F:28])=[O:26].[C:77](=[O:76])([O-:78])[NH2:79]. (3) Given the reactants Cl.[CH3:2][O:3][C:4](=[O:10])[CH2:5][CH2:6][CH2:7][NH:8][CH3:9].[C:11]1([C:32]2[CH:37]=[CH:36][CH:35]=[CH:34][CH:33]=2)[CH:16]=[CH:15][CH:14]=[CH:13][C:12]=1[NH:17][C:18]([O:20][CH:21]1[CH2:26][CH2:25][N:24]([CH2:27][CH2:28][C:29](O)=[O:30])[CH2:23][CH2:22]1)=[O:19].C(N(CC)C(C)C)(C)C.O, predict the reaction product. The product is: [CH3:2][O:3][C:4](=[O:10])[CH2:5][CH2:6][CH2:7][NH:8][CH2:9][C:29](=[O:30])[CH2:28][CH2:27][N:24]1[CH2:25][CH2:26][CH:21]([O:20][C:18](=[O:19])[NH:17][C:12]2[CH:13]=[CH:14][CH:15]=[CH:16][C:11]=2[C:32]2[CH:33]=[CH:34][CH:35]=[CH:36][CH:37]=2)[CH2:22][CH2:23]1. (4) Given the reactants [C:1]([O:4][CH:5]1[C:14]2[C:9](=[N:10][C:11]([C:21]3[CH:26]=[CH:25][CH:24]=[CH:23][CH:22]=3)=[C:12]([C:15]3[CH:20]=[CH:19][CH:18]=[CH:17][CH:16]=3)[N:13]=2)[N:8](C(OC(C)(C)C)=O)[CH2:7][CH2:6]1)(=[O:3])[CH3:2].O1CCOCC1, predict the reaction product. The product is: [C:1]([O:4][CH:5]1[C:14]2[C:9](=[N:10][C:11]([C:21]3[CH:26]=[CH:25][CH:24]=[CH:23][CH:22]=3)=[C:12]([C:15]3[CH:20]=[CH:19][CH:18]=[CH:17][CH:16]=3)[N:13]=2)[NH:8][CH2:7][CH2:6]1)(=[O:3])[CH3:2]. (5) Given the reactants Cl[C:2]1[C:7]([C:8]([F:11])([F:10])[F:9])=[CH:6][N:5]=[C:4]([NH:12][C:13]2[CH:18]=[CH:17][C:16]([N:19]3[CH2:24][CH2:23][CH:22]([NH:25][C:26](=[O:32])[O:27][C:28]([CH3:31])([CH3:30])[CH3:29])[CH2:21][CH2:20]3)=[CH:15][CH:14]=2)[N:3]=1.C1(P(C2C=CC=CC=2)C2C=CC=CC=2)C=CC=CC=1.C(N(CC)CC)C.[C:59]([C:61]1[CH:66]=[CH:65][CH:64]=[CH:63][C:62]=1[CH2:67][C:68]([O:70][CH3:71])=[O:69])#[CH:60].C#C, predict the reaction product. The product is: [C:28]([O:27][C:26]([NH:25][CH:22]1[CH2:23][CH2:24][N:19]([C:16]2[CH:17]=[CH:18][C:13]([NH:12][C:4]3[N:3]=[C:2]([C:60]#[C:59][C:61]4[CH:66]=[CH:65][CH:64]=[CH:63][C:62]=4[CH2:67][C:68]([O:70][CH3:71])=[O:69])[C:7]([C:8]([F:11])([F:10])[F:9])=[CH:6][N:5]=3)=[CH:14][CH:15]=2)[CH2:20][CH2:21]1)=[O:32])([CH3:31])([CH3:30])[CH3:29]. (6) Given the reactants [CH3:1][C:2]1[CH:7]=[CH:6][N:5]2[CH:8]=[C:9]([C:11]3[C:33](=[O:34])[O:32][C:14]4=[N:15][C:16]([N:19]5[CH2:24][CH2:23][N:22](C(OC(C)(C)C)=O)[CH2:21][CH2:20]5)=[CH:17][CH:18]=[C:13]4[CH:12]=3)[N:10]=[C:4]2[CH:3]=1.[ClH:35], predict the reaction product. The product is: [ClH:35].[CH3:1][C:2]1[CH:7]=[CH:6][N:5]2[CH:8]=[C:9]([C:11]3[C:33](=[O:34])[O:32][C:14]4=[N:15][C:16]([N:19]5[CH2:20][CH2:21][NH:22][CH2:23][CH2:24]5)=[CH:17][CH:18]=[C:13]4[CH:12]=3)[N:10]=[C:4]2[CH:3]=1.